From a dataset of Forward reaction prediction with 1.9M reactions from USPTO patents (1976-2016). Predict the product of the given reaction. (1) Given the reactants [C:1]([O:4][CH2:5][CH3:6])(=[O:3])[CH3:2].C([N-]C(C)C)(C)C.[Li+].[CH2:15]([O:22][CH2:23][C:24]([CH3:28])([CH3:27])[CH:25]=[O:26])[C:16]1[CH:21]=[CH:20][CH:19]=[CH:18][CH:17]=1.S(=O)(=O)(O)[O-].[K+], predict the reaction product. The product is: [CH2:15]([O:22][CH2:23][C:24]([CH3:28])([CH3:27])[CH:25]([OH:26])[CH2:2][C:1]([O:4][CH2:5][CH3:6])=[O:3])[C:16]1[CH:21]=[CH:20][CH:19]=[CH:18][CH:17]=1. (2) Given the reactants [C:1]([C:3]1[CH:4]=[CH:5][C:6]([N:9]([CH3:13])[C:10](Cl)=[O:11])=[N:7][CH:8]=1)#[N:2].[Br:14][C:15]1[CH:16]=[N:17][N:18]2[CH2:23][CH2:22][NH:21][CH2:20][C:19]=12.C(N(CC)CC)C.O, predict the reaction product. The product is: [Br:14][C:15]1[CH:16]=[N:17][N:18]2[CH2:23][CH2:22][N:21]([C:10]([N:9]([C:6]3[CH:5]=[CH:4][C:3]([C:1]#[N:2])=[CH:8][N:7]=3)[CH3:13])=[O:11])[CH2:20][C:19]=12. (3) Given the reactants [CH3:1][C:2]1([CH3:15])[CH2:8][O:7][C:6]2[CH:9]=[CH:10][C:11]([CH2:13][OH:14])=[CH:12][C:5]=2[O:4][CH2:3]1.C1C=CC(P(C2C=CC=CC=2)C2C=CC=CC=2)=CC=1.[CH2:35]([O:37][C:38](=[O:46])[C:39]1[CH:44]=[CH:43][C:42](O)=[CH:41][CH:40]=1)[CH3:36].CC(OC(/N=N/C(OC(C)(C)C)=O)=O)(C)C, predict the reaction product. The product is: [CH2:35]([O:37][C:38](=[O:46])[C:39]1[CH:44]=[CH:43][C:42]([O:14][CH2:13][C:11]2[CH:10]=[CH:9][C:6]3[O:7][CH2:8][C:2]([CH3:15])([CH3:1])[CH2:3][O:4][C:5]=3[CH:12]=2)=[CH:41][CH:40]=1)[CH3:36]. (4) Given the reactants [F:1][C:2]1[CH:7]=[C:6](B2OC(C)(C)C(C)(C)O2)[CH:5]=[CH:4][C:3]=1[C:17]1[N:18]=[CH:19][C:20]([NH2:23])=[N:21][CH:22]=1.Br[C:25]1[CH:37]=[CH:36][CH:35]=[CH:34][C:26]=1[C:27]([NH:29][C:30]([CH3:33])([CH3:32])[CH3:31])=[O:28], predict the reaction product. The product is: [NH2:23][C:20]1[N:21]=[CH:22][C:17]([C:3]2[CH:4]=[CH:5][C:6]([C:25]3[C:26]([C:27]([NH:29][C:30]([CH3:33])([CH3:32])[CH3:31])=[O:28])=[CH:34][CH:35]=[CH:36][CH:37]=3)=[CH:7][C:2]=2[F:1])=[N:18][CH:19]=1. (5) Given the reactants [NH2:1][CH2:2][CH2:3][CH2:4][CH2:5][N:6]1[C:18]2[C:17]3[CH:16]=[CH:15][CH:14]=[CH:13][C:12]=3[N:11]=[C:10]([NH2:19])[C:9]=2[N:8]=[CH:7]1.[CH:20]1[C:29]2[C:24](=[CH:25][CH:26]=[CH:27][CH:28]=2)[CH:23]=[CH:22][C:21]=1[C:30](Cl)=[O:31], predict the reaction product. The product is: [NH2:19][C:10]1[C:9]2[N:8]=[CH:7][N:6]([CH2:5][CH2:4][CH2:3][CH2:2][NH:1][C:30]([C:21]3[CH:22]=[CH:23][C:24]4[C:29](=[CH:28][CH:27]=[CH:26][CH:25]=4)[CH:20]=3)=[O:31])[C:18]=2[C:17]2[CH:16]=[CH:15][CH:14]=[CH:13][C:12]=2[N:11]=1. (6) The product is: [C:26]([C:25]1[CH:28]=[CH:29][C:22]([NH:21][C:2]2[CH:17]=[C:16]([CH:18]([CH3:20])[CH3:19])[C:5]([C:6]([NH:8][CH2:9][CH:10]3[CH2:15][CH2:14][O:13][CH2:12][CH2:11]3)=[O:7])=[CH:4][N:3]=2)=[C:23]([CH3:30])[CH:24]=1)#[N:27]. Given the reactants Cl[C:2]1[CH:17]=[C:16]([CH:18]([CH3:20])[CH3:19])[C:5]([C:6]([NH:8][CH2:9][CH:10]2[CH2:15][CH2:14][O:13][CH2:12][CH2:11]2)=[O:7])=[CH:4][N:3]=1.[NH2:21][C:22]1[CH:29]=[CH:28][C:25]([C:26]#[N:27])=[CH:24][C:23]=1[CH3:30].C(=O)([O-])[O-].[Cs+].[Cs+].C(OCC)(=O)C, predict the reaction product. (7) Given the reactants [Cl:1][C:2]1[C:3]2[CH:10]=[C:9]([CH3:11])[N:8](S(C3C=CC=CC=3)(=O)=O)[C:4]=2[N:5]=[CH:6][N:7]=1.CC([O-])(C)C.[K+].C([O-])(O)=O.[Na+], predict the reaction product. The product is: [Cl:1][C:2]1[C:3]2[CH:10]=[C:9]([CH3:11])[NH:8][C:4]=2[N:5]=[CH:6][N:7]=1. (8) Given the reactants [F:1][C:2]1([F:20])[CH2:5][C:4]2([CH2:10][CH2:9][N:8]([C:11]3[CH:16]=[CH:15][C:14]([N+:17]([O-])=O)=[CH:13][N:12]=3)[CH2:7][CH2:6]2)[CH2:3]1.NC1C=CC(N2CCC3(CC(C(OCC)=O)C3)CC2)=NC=1, predict the reaction product. The product is: [F:20][C:2]1([F:1])[CH2:5][C:4]2([CH2:6][CH2:7][N:8]([C:11]3[N:12]=[CH:13][C:14]([NH2:17])=[CH:15][CH:16]=3)[CH2:9][CH2:10]2)[CH2:3]1.